This data is from Reaction yield outcomes from USPTO patents with 853,638 reactions. The task is: Predict the reaction yield, written as a fraction of the theoretical maximum amount of product (1.0 means a 100% yield; for example, 0.34 means a 34% yield). The yield is 0.320. The product is [NH:8]1[C:5]2=[N:6][CH:7]=[C:2]([C:19]3[CH:20]=[CH:21][C:22]([CH2:25][C:26]([NH:28][C:29]4[CH:33]=[C:32]([C:34]5([C:37]([F:40])([F:38])[F:39])[CH2:35][CH2:36]5)[O:31][N:30]=4)=[O:27])=[CH:23][CH:24]=3)[CH:3]=[C:4]2[CH:10]=[CH:9]1. The reactants are Br[C:2]1[CH:3]=[C:4]2[CH:10]=[CH:9][NH:8][C:5]2=[N:6][CH:7]=1.CC1(C)C(C)(C)OB([C:19]2[CH:24]=[CH:23][C:22]([CH2:25][C:26]([NH:28][C:29]3[CH:33]=[C:32]([C:34]4([C:37]([F:40])([F:39])[F:38])[CH2:36][CH2:35]4)[O:31][N:30]=3)=[O:27])=[CH:21][CH:20]=2)O1.C([O-])([O-])=O.[Na+].[Na+].CC#N. The catalyst is O.